This data is from Reaction yield outcomes from USPTO patents with 853,638 reactions. The task is: Predict the reaction yield, written as a fraction of the theoretical maximum amount of product (1.0 means a 100% yield; for example, 0.34 means a 34% yield). (1) The reactants are [C:1]([O:5][C:6]([N:8]1[CH2:13][CH2:12][CH2:11][C@H:10]([CH2:14][O:15][C:16]2[C:17](I)=[N:18][C:19]([CH3:22])=[CH:20][CH:21]=2)[CH2:9]1)=[O:7])([CH3:4])([CH3:3])[CH3:2].[C:24]1([OH:30])[CH:29]=[CH:28][CH:27]=[CH:26][CH:25]=1.CC(C)([O-])C.[K+]. The catalyst is COCCOC. The product is [C:1]([O:5][C:6]([N:8]1[CH2:13][CH2:12][CH2:11][C@H:10]([CH2:14][O:15][C:16]2[C:17]([O:30][C:24]3[CH:29]=[CH:28][CH:27]=[CH:26][CH:25]=3)=[N:18][C:19]([CH3:22])=[CH:20][CH:21]=2)[CH2:9]1)=[O:7])([CH3:4])([CH3:3])[CH3:2]. The yield is 0.860. (2) The reactants are Cl.[CH3:2][O:3][C:4]1[CH:5]=[C:6]([CH2:12][CH2:13][C:14]2[CH:15]=[C:16]([NH:19][C:20]([C:22]3[N:23]=[CH:24][C:25]([N:28]4[CH2:32][CH2:31][CH:30]([N:33](C)[C:34](=O)OC(C)(C)C)[CH2:29]4)=[N:26][CH:27]=3)=[O:21])[NH:17][N:18]=2)[CH:7]=[C:8]([O:10][CH3:11])[CH:9]=1. The catalyst is CO. The product is [CH3:2][O:3][C:4]1[CH:5]=[C:6]([CH2:12][CH2:13][C:14]2[CH:15]=[C:16]([NH:19][C:20]([C:22]3[CH:27]=[N:26][C:25]([N:28]4[CH2:32][CH2:31][CH:30]([NH:33][CH3:34])[CH2:29]4)=[CH:24][N:23]=3)=[O:21])[NH:17][N:18]=2)[CH:7]=[C:8]([O:10][CH3:11])[CH:9]=1. The yield is 0.390. (3) The reactants are Cl[C:2]1[C:3]([C:11]([O:13][CH2:14][CH3:15])=[O:12])=[N:4][N:5]([CH3:10])[C:6](=[O:9])[C:7]=1[CH3:8].[F:16][C:17]1[CH:23]=[C:22]([S:24][CH3:25])[CH:21]=[CH:20][C:18]=1[NH2:19]. No catalyst specified. The product is [F:16][C:17]1[CH:23]=[C:22]([S:24][CH3:25])[CH:21]=[CH:20][C:18]=1[NH:19][C:2]1[C:3]([C:11]([O:13][CH2:14][CH3:15])=[O:12])=[N:4][N:5]([CH3:10])[C:6](=[O:9])[C:7]=1[CH3:8]. The yield is 0.810. (4) The reactants are [C:1]([C:3]1[CH:4]=[C:5]2[C:10](=[CH:11][C:12]=1[O:13][C:14]1[CH:19]=[CH:18][C:17]([C:20](=[O:29])[NH:21][C:22]3[CH:27]=[CH:26][CH:25]=[C:24](I)[CH:23]=3)=[CH:16][CH:15]=1)[O:9][CH2:8][CH2:7][CH:6]2[C:30]([O:32][CH3:33])=[O:31])#[N:2].B(O)(O)[C:35]1[CH:36]=[CH:37][C:38]([CH3:41])=[CH:39][CH:40]=1.C([O-])([O-])=O.[Na+].[Na+].C1(C)C=CC=CC=1. The catalyst is C1C=CC([P]([Pd]([P](C2C=CC=CC=2)(C2C=CC=CC=2)C2C=CC=CC=2)([P](C2C=CC=CC=2)(C2C=CC=CC=2)C2C=CC=CC=2)[P](C2C=CC=CC=2)(C2C=CC=CC=2)C2C=CC=CC=2)(C2C=CC=CC=2)C2C=CC=CC=2)=CC=1.O. The product is [C:1]([C:3]1[CH:4]=[C:5]2[C:10](=[CH:11][C:12]=1[O:13][C:14]1[CH:19]=[CH:18][C:17]([C:20](=[O:29])[NH:21][C:22]3[CH:23]=[C:24]([C:35]4[CH:40]=[CH:39][C:38]([CH3:41])=[CH:37][CH:36]=4)[CH:25]=[CH:26][CH:27]=3)=[CH:16][CH:15]=1)[O:9][CH2:8][CH2:7][CH:6]2[C:30]([O:32][CH3:33])=[O:31])#[N:2]. The yield is 0.630. (5) The reactants are Cl[CH2:2][C:3]([C@@H:5]1[CH2:10][CH2:9][CH2:8][CH2:7][C@H:6]1[C:11]([O:13][CH3:14])=[O:12])=O.[F:15][C:16]1([F:25])[CH2:21][CH2:20][N:19]([C:22](=[S:24])[NH2:23])[CH2:18][CH2:17]1. The catalyst is O1CCOCC1. The product is [F:25][C:16]1([F:15])[CH2:17][CH2:18][N:19]([C:22]2[S:24][CH:2]=[C:3]([C@@H:5]3[CH2:10][CH2:9][CH2:8][CH2:7][C@H:6]3[C:11]([O:13][CH3:14])=[O:12])[N:23]=2)[CH2:20][CH2:21]1. The yield is 0.840.